This data is from Full USPTO retrosynthesis dataset with 1.9M reactions from patents (1976-2016). The task is: Predict the reactants needed to synthesize the given product. Given the product [CH3:1][N:2]1[CH:6]=[C:5]([C:25]2[CH:26]=[CH:27][C:28]([C:31]([O:33][C:34]([CH3:37])([CH3:36])[CH3:35])=[O:32])=[N:29][CH:30]=2)[CH:4]=[N:3]1, predict the reactants needed to synthesize it. The reactants are: [CH3:1][N:2]1[CH:6]=[C:5](B2OC(C)(C)C(C)(C)O2)[CH:4]=[N:3]1.P([O-])([O-])([O-])=O.[K+].[K+].[K+].Br[C:25]1[CH:26]=[CH:27][C:28]([C:31]([O:33][C:34]([CH3:37])([CH3:36])[CH3:35])=[O:32])=[N:29][CH:30]=1.